The task is: Regression. Given a peptide amino acid sequence and an MHC pseudo amino acid sequence, predict their binding affinity value. This is MHC class I binding data.. This data is from Peptide-MHC class I binding affinity with 185,985 pairs from IEDB/IMGT. (1) The peptide sequence is MQYEVTQHA. The MHC is HLA-B46:01 with pseudo-sequence HLA-B46:01. The binding affinity (normalized) is 0.0847. (2) The peptide sequence is FVHTLLKTY. The MHC is HLA-B18:01 with pseudo-sequence HLA-B18:01. The binding affinity (normalized) is 0.0847. (3) The peptide sequence is RPLMESELV. The MHC is HLA-B54:01 with pseudo-sequence HLA-B54:01. The binding affinity (normalized) is 0.00481. (4) The peptide sequence is FTWYGIAAL. The MHC is HLA-A25:01 with pseudo-sequence HLA-A25:01. The binding affinity (normalized) is 0.473. (5) The peptide sequence is LVSAGIRKV. The MHC is HLA-A03:01 with pseudo-sequence HLA-A03:01. The binding affinity (normalized) is 0. (6) The peptide sequence is MYPFIFFIV. The MHC is HLA-C07:02 with pseudo-sequence HLA-C07:02. The binding affinity (normalized) is 0.308.